This data is from Full USPTO retrosynthesis dataset with 1.9M reactions from patents (1976-2016). The task is: Predict the reactants needed to synthesize the given product. (1) Given the product [CH3:1][CH:2]1[N:7]([C:17]2[CH:22]=[CH:21][N:20]=[CH:19][C:18]=2[N+:23]([O-:25])=[O:24])[CH2:6][CH:5]([NH:8][C:9](=[O:15])[O:10][C:11]([CH3:14])([CH3:13])[CH3:12])[CH2:4][CH2:3]1, predict the reactants needed to synthesize it. The reactants are: [CH3:1][CH:2]1[NH:7][CH2:6][CH:5]([NH:8][C:9](=[O:15])[O:10][C:11]([CH3:14])([CH3:13])[CH3:12])[CH2:4][CH2:3]1.Cl[C:17]1[CH:22]=[CH:21][N:20]=[CH:19][C:18]=1[N+:23]([O-:25])=[O:24].CCN(C(C)C)C(C)C. (2) Given the product [C:21]([O:25][C:26]([N:28]1[CH2:33][CH2:32][N:31]([C:34]2[CH:35]=[N:36][C:37]([NH:40][C:10]3[N:11]=[CH:12][C:7]4[CH:6]=[C:5]([C:3](=[O:4])[N:2]([CH3:20])[CH3:1])[N:14]([CH:15]5[CH2:19][CH2:18][CH2:17][CH2:16]5)[C:8]=4[N:9]=3)=[CH:38][CH:39]=2)[C:30](=[O:41])[CH2:29]1)=[O:27])([CH3:24])([CH3:22])[CH3:23], predict the reactants needed to synthesize it. The reactants are: [CH3:1][N:2]([CH3:20])[C:3]([C:5]1[N:14]([CH:15]2[CH2:19][CH2:18][CH2:17][CH2:16]2)[C:8]2[N:9]=[C:10](Cl)[N:11]=[CH:12][C:7]=2[CH:6]=1)=[O:4].[C:21]([O:25][C:26]([N:28]1[CH2:33][CH2:32][N:31]([C:34]2[CH:35]=[N:36][C:37]([NH2:40])=[CH:38][CH:39]=2)[C:30](=[O:41])[CH2:29]1)=[O:27])([CH3:24])([CH3:23])[CH3:22].C(=O)([O-])[O-].[Cs+].[Cs+]. (3) Given the product [NH2:15][C:14]1[S:13][C:12]([C:18]#[N:19])=[CH:11][C:10]=1[S:8][C:4]1[CH:5]=[CH:6][CH:7]=[C:2]([Br:1])[CH:3]=1, predict the reactants needed to synthesize it. The reactants are: [Br:1][C:2]1[CH:3]=[C:4]([S:8]([C:10]2[CH:11]=[C:12]([C:18]#[N:19])[S:13][C:14]=2[N+:15]([O-])=O)=O)[CH:5]=[CH:6][CH:7]=1.CCO. (4) Given the product [Cl:1][C:2]1[CH:7]=[CH:6][C:5]([CH2:8][CH2:9][C:10]#[N:11])=[C:4]([O:12][C:15]2[CH:16]=[CH:17][C:18]([S:20]([CH3:23])(=[O:22])=[O:21])=[CH:19][C:14]=2[Cl:13])[CH:3]=1, predict the reactants needed to synthesize it. The reactants are: [Cl:1][C:2]1[CH:7]=[CH:6][C:5]([CH2:8][CH2:9][C:10]#[N:11])=[C:4]([OH:12])[CH:3]=1.[Cl:13][C:14]1[CH:19]=[C:18]([S:20]([CH3:23])(=[O:22])=[O:21])[CH:17]=[CH:16][C:15]=1F.C(=O)([O-])[O-].[K+].[K+]. (5) Given the product [Br:1][C:2]1[CH:7]=[CH:6][CH:5]=[CH:4][C:3]=1[S:8]([N:11]([CH3:35])[C:12]1[C:13]([C:23]([N:25]2[CH2:26][CH2:27][O:28][CH2:29][CH2:30]2)=[O:24])=[N:14][N:15]([C:17]2[CH:22]=[CH:21][CH:20]=[CH:19][CH:18]=2)[CH:16]=1)(=[O:9])=[O:10], predict the reactants needed to synthesize it. The reactants are: [Br:1][C:2]1[CH:7]=[CH:6][CH:5]=[CH:4][C:3]=1[S:8]([NH:11][C:12]1[C:13]([C:23]([N:25]2[CH2:30][CH2:29][O:28][CH2:27][CH2:26]2)=[O:24])=[N:14][N:15]([C:17]2[CH:22]=[CH:21][CH:20]=[CH:19][CH:18]=2)[CH:16]=1)(=[O:10])=[O:9].[H-].[Na+].IC.[CH2:35](Cl)Cl. (6) Given the product [C:53]([OH:54])([C:21]([F:24])([F:23])[F:22])=[O:36].[CH3:1][O:2][C:3]1[N:8]=[C:7]([C:9]([NH2:33])=[O:10])[CH:6]=[CH:5][C:4]=1[C:12]1[CH:20]=[C:19]([C:21]([F:22])([F:23])[F:24])[CH:18]=[C:17]2[C:13]=1[CH:14]=[N:15][NH:16]2, predict the reactants needed to synthesize it. The reactants are: [CH3:1][O:2][C:3]1[N:8]=[C:7]([C:9](O)=[O:10])[CH:6]=[CH:5][C:4]=1[C:12]1[CH:20]=[C:19]([C:21]([F:24])([F:23])[F:22])[CH:18]=[C:17]2[C:13]=1[CH:14]=[N:15][NH:16]2.[Cl-].[NH4+].C1C=CC2N([OH:36])N=[N:33]C=2C=1.C(Cl)CCl.C(N(C(C)C)C(C)C)C.CN([CH:53]=[O:54])C. (7) Given the product [CH3:11][Si:12]([C:13]#[C:14][C:35]1[CH:34]=[C:33]2[CH:32]=[N:9][NH:10][C:5]2=[N:38][CH:30]=1)([CH3:16])[CH3:15], predict the reactants needed to synthesize it. The reactants are: BrC1N=C2C=[N:9][NH:10][C:5]2=CC=1.[CH3:11][Si:12]([CH3:16])([CH3:15])[C:13]#[CH:14].[C:34]1(P([C:30]2[CH:35]=[CH:34][CH:33]=[CH:32]C=2)[C:34]2[CH:35]=[CH:30]C=[CH:32][CH:33]=2)[CH:35]=[CH:30]C=[CH:32][CH:33]=1.C([N:38](CC)CC)C. (8) Given the product [Cl:8][C:6]1[CH:5]=[CH:4][N:3]=[C:2]([N:10]([CH3:9])[CH2:11][C:12]([O:14][CH2:15][CH3:16])=[O:13])[N:7]=1, predict the reactants needed to synthesize it. The reactants are: Cl[C:2]1[N:7]=[C:6]([Cl:8])[CH:5]=[CH:4][N:3]=1.[CH3:9][NH:10][CH2:11][C:12]([O:14][CH2:15][CH3:16])=[O:13].C(N(CC)CC)C.